From a dataset of Catalyst prediction with 721,799 reactions and 888 catalyst types from USPTO. Predict which catalyst facilitates the given reaction. (1) Reactant: [Cl:1][C:2]1[CH:7]=[CH:6][C:5]([OH:8])=[C:4]([C:9]2[N:13]([CH:14]3[CH2:17][N:16]([CH:18]([C:25]4[CH:30]=[CH:29][CH:28]=[CH:27][CH:26]=4)[C:19]4[CH:24]=[CH:23][CH:22]=[CH:21][CH:20]=4)[CH2:15]3)[N:12]=[CH:11][CH:10]=2)[CH:3]=1.[C:31]([C:33]1[CH:34]=[C:35]([S:40]([N:43]([C:51]2[N:52]=[CH:53][S:54][CH:55]=2)[C:44](=[O:50])[O:45][C:46]([CH3:49])([CH3:48])[CH3:47])(=[O:42])=[O:41])[CH:36]=[CH:37][C:38]=1F)#[N:32].C(=O)([O-])[O-].[K+].[K+].[Cl-].[NH4+]. Product: [Cl:1][C:2]1[CH:7]=[CH:6][C:5]([O:8][C:38]2[CH:37]=[CH:36][C:35]([S:40]([N:43]([C:51]3[N:52]=[CH:53][S:54][CH:55]=3)[C:44](=[O:50])[O:45][C:46]([CH3:49])([CH3:48])[CH3:47])(=[O:42])=[O:41])=[CH:34][C:33]=2[C:31]#[N:32])=[C:4]([C:9]2[N:13]([CH:14]3[CH2:17][N:16]([CH:18]([C:25]4[CH:26]=[CH:27][CH:28]=[CH:29][CH:30]=4)[C:19]4[CH:24]=[CH:23][CH:22]=[CH:21][CH:20]=4)[CH2:15]3)[N:12]=[CH:11][CH:10]=2)[CH:3]=1. The catalyst class is: 16. (2) The catalyst class is: 4. Product: [CH3:12][C:5]1[N:6]=[CH:7][C:8]2[C:3]([CH:4]=1)=[C:2]([NH:1][C:20]([NH:36][CH:37]1[CH2:40][N:39]([CH:41]([C:42]3[CH:47]=[CH:46][CH:45]=[CH:44][CH:43]=3)[C:48]3[CH:53]=[CH:52][CH:51]=[CH:50][CH:49]=3)[CH2:38]1)=[O:21])[CH:11]=[CH:10][CH:9]=2. Reactant: [NH2:1][C:2]1[CH:11]=[CH:10][CH:9]=[C:8]2[C:3]=1[CH:4]=[C:5]([CH3:12])[N:6]=[CH:7]2.N1C=CC=CC=1.Cl[C:20](OC1C=CC=CC=1)=[O:21].C(N(CC)CC)C.[NH2:36][CH:37]1[CH2:40][N:39]([CH:41]([C:48]2[CH:53]=[CH:52][CH:51]=[CH:50][CH:49]=2)[C:42]2[CH:47]=[CH:46][CH:45]=[CH:44][CH:43]=2)[CH2:38]1. (3) Reactant: [CH3:1][C:2]([C:4]1[CH:12]=[CH:11][C:9]([OH:10])=[C:6]([O:7][CH3:8])[CH:5]=1)=[O:3].N1C=CN=C1.[CH3:18][C:19]([Si:22](Cl)([CH3:24])[CH3:23])([CH3:21])[CH3:20]. Product: [C:19]([Si:22]([CH3:24])([CH3:23])[O:10][C:9]1[CH:11]=[CH:12][C:4]([C:2](=[O:3])[CH3:1])=[CH:5][C:6]=1[O:7][CH3:8])([CH3:21])([CH3:20])[CH3:18]. The catalyst class is: 1.